From a dataset of Reaction yield outcomes from USPTO patents with 853,638 reactions. Predict the reaction yield, written as a fraction of the theoretical maximum amount of product (1.0 means a 100% yield; for example, 0.34 means a 34% yield). The reactants are [C:1]([C:3]1[CH:8]=[CH:7][C:6](B(O)O)=[CH:5][CH:4]=1)#[N:2].Br[C:13]1[CH:14]=[N:15][CH:16]=[CH:17][C:18]=1[CH:19]([OH:21])[CH3:20].C(Cl)Cl.C([O-])([O-])=O.[Na+].[Na+]. The catalyst is CN(C=O)C.C1C=CC(P(C2C=CC=CC=2)[C-]2C=CC=C2)=CC=1.C1C=CC(P(C2C=CC=CC=2)[C-]2C=CC=C2)=CC=1.Cl[Pd]Cl.[Fe+2]. The product is [OH:21][CH:19]([C:18]1[CH:17]=[CH:16][N:15]=[CH:14][C:13]=1[C:6]1[CH:7]=[CH:8][C:3]([C:1]#[N:2])=[CH:4][CH:5]=1)[CH3:20]. The yield is 0.510.